Dataset: Full USPTO retrosynthesis dataset with 1.9M reactions from patents (1976-2016). Task: Predict the reactants needed to synthesize the given product. (1) Given the product [CH3:19][O:18][C:15]1[CH:16]=[CH:17][C:12]([C:11]2[C:10](=[O:20])[NH:9][C:3]3([CH2:8][CH2:7][CH2:6][CH2:5][CH2:4]3)[CH:1]=2)=[CH:13][CH:14]=1, predict the reactants needed to synthesize it. The reactants are: [CH:1]([C:3]1([NH:9][C:10](=[O:20])[CH2:11][C:12]2[CH:17]=[CH:16][C:15]([O:18][CH3:19])=[CH:14][CH:13]=2)[CH2:8][CH2:7][CH2:6][CH2:5][CH2:4]1)=O.[OH-].[Na+]. (2) The reactants are: [OH2:1].N(OS(=O)(=O)O)=O.[Br:9][C:10]1[CH:18]=C(C)[C:13]([C:14](N)=[O:15])=[C:12]([CH3:20])[CH:11]=1.Cl[CH2:22][Cl:23]. Given the product [Br:9][C:10]1[CH:11]=[C:12]([CH3:20])[C:13]([C:14]([OH:1])=[O:15])=[C:22]([Cl:23])[CH:18]=1, predict the reactants needed to synthesize it. (3) Given the product [NH2:1][C:2]1[N:10]=[C:9]([O:11][CH2:12][CH2:13][CH2:14][CH3:15])[N:8]=[C:7]2[C:3]=1[N:4]=[C:5]([O:35][CH3:36])[N:6]2[CH2:16][CH2:17][CH:18]1[CH2:19][CH2:24][N:67]([C:70]([O:72][CH2:73][C:74]2[CH:79]=[CH:78][CH:77]=[CH:76][CH:75]=2)=[O:71])[CH2:66][CH2:65]1, predict the reactants needed to synthesize it. The reactants are: [NH2:1][C:2]1[N:10]=[C:9]([O:11][CH2:12][CH2:13][CH2:14][CH3:15])[N:8]=[C:7]2[C:3]=1[N:4]=[C:5]([O:35][CH3:36])[N:6]2[CH2:16][CH2:17][CH2:18][CH:19]1[CH2:24]CCCN1C(OCC1C=CC=CC=1)=O.FC(F)(F)C(O)=O.C(OC1N=C2C(N=C(OC)N2)=C(N)N=1)CCC.BrCCC1CC[N:67]([C:70]([O:72][CH2:73][C:74]2[CH:79]=[CH:78][CH:77]=[CH:76][CH:75]=2)=[O:71])[CH2:66][CH2:65]1.